From a dataset of Peptide-MHC class II binding affinity with 134,281 pairs from IEDB. Regression. Given a peptide amino acid sequence and an MHC pseudo amino acid sequence, predict their binding affinity value. This is MHC class II binding data. The peptide sequence is AKKVAATAANAAPAN. The MHC is HLA-DPA10103-DPB10301 with pseudo-sequence HLA-DPA10103-DPB10301. The binding affinity (normalized) is 0.558.